Dataset: Reaction yield outcomes from USPTO patents with 853,638 reactions. Task: Predict the reaction yield, written as a fraction of the theoretical maximum amount of product (1.0 means a 100% yield; for example, 0.34 means a 34% yield). (1) The reactants are C([Li])CCC.Br[C:7]1[S:11][C:10]([CH:12]2[O:16][CH2:15][CH2:14][O:13]2)=[CH:9][CH:8]=1.[F:17][C:18]1[CH:19]=[C:20]([CH:23]=[CH:24][CH:25]=1)[CH2:21]Br.O. The catalyst is O1CCCC1.C(OCC)(=O)C. The product is [F:17][C:18]1[CH:19]=[C:20]([CH:23]=[CH:24][CH:25]=1)[CH2:21][C:7]1[S:11][C:10]([CH:12]2[O:16][CH2:15][CH2:14][O:13]2)=[CH:9][CH:8]=1. The yield is 0.139. (2) The reactants are [CH3:1][O:2][C:3](=[O:13])[CH2:4][C:5]1[CH:10]=[CH:9][C:8]([S:11][CH3:12])=[CH:7][CH:6]=1.[Br:14]Br. The catalyst is C(Cl)(Cl)(Cl)Cl. The product is [CH3:1][O:2][C:3](=[O:13])[CH2:4][C:5]1[CH:10]=[CH:9][C:8]([S:11][CH3:12])=[C:7]([Br:14])[CH:6]=1. The yield is 0.850. (3) No catalyst specified. The yield is 0.970. The product is [Cl:31][C:28]1[CH:27]=[CH:26][C:25]([C:8]2[N:9]([C:18]3[CH:23]=[CH:22][CH:21]=[CH:20][C:19]=3[F:24])[C:10]([CH2:11][NH:12][CH:13]3[CH2:14][CH2:15][CH2:16][CH2:17]3)=[C:6]([C:4]([OH:5])=[O:3])[N:7]=2)=[CH:30][CH:29]=1. The reactants are C([O:3][C:4]([C:6]1[N:7]=[C:8]([C:25]2[CH:30]=[CH:29][C:28]([Cl:31])=[CH:27][CH:26]=2)[N:9]([C:18]2[CH:23]=[CH:22][CH:21]=[CH:20][C:19]=2[F:24])[C:10]=1[CH2:11][NH:12][CH:13]1[CH2:17][CH2:16][CH2:15][CH2:14]1)=[O:5])C.[OH-].[K+].C1COCC1.